Dataset: Catalyst prediction with 721,799 reactions and 888 catalyst types from USPTO. Task: Predict which catalyst facilitates the given reaction. (1) Reactant: [CH:1]([C:4]1[C:5](=[O:21])[NH:6][C:7](=[O:20])[NH:8][C:9]=1[C:10]1[CH:11]=[N:12][C:13]2[C:18]([CH:19]=1)=[CH:17][CH:16]=[CH:15][CH:14]=2)([CH3:3])[CH3:2].C(=O)([O-])[O-].[K+].[K+].[CH2:28](I)[CH3:29]. Product: [CH2:28]([N:8]1[C:9]([C:10]2[CH:11]=[N:12][C:13]3[C:18]([CH:19]=2)=[CH:17][CH:16]=[CH:15][CH:14]=3)=[C:4]([CH:1]([CH3:3])[CH3:2])[C:5](=[O:21])[NH:6][C:7]1=[O:20])[CH3:29]. The catalyst class is: 3. (2) Reactant: [C:1]([C:3]1[CH:8]=[CH:7][C:6]([NH:9][C:10]([CH:12]2[NH:16][CH:15]([CH2:17][C:18]([CH3:21])([CH3:20])[CH3:19])[C:14]3([C:29]4[C:24](=[CH:25][C:26]([Br:30])=[CH:27][CH:28]=4)[NH:23][C:22]3=[O:31])[CH:13]2[C:32]2[CH:37]=[CH:36][CH:35]=[C:34]([Cl:38])[C:33]=2[F:39])=[O:11])=[C:5]([O:40][CH3:41])[CH:4]=1)#[N:2].[OH:42]O.[OH-].[Na+]. Product: [C:1]([C:3]1[CH:8]=[CH:7][C:6]([NH:9][C:10]([CH:12]2[NH:16][CH:15]([CH2:17][C:18]([CH3:21])([CH3:20])[CH3:19])[C:14]3([C:29]4[C:24](=[CH:25][C:26]([Br:30])=[CH:27][CH:28]=4)[NH:23][C:22]3=[O:31])[CH:13]2[C:32]2[CH:37]=[CH:36][CH:35]=[C:34]([Cl:38])[C:33]=2[F:39])=[O:11])=[C:5]([O:40][CH3:41])[CH:4]=1)(=[O:42])[NH2:2]. The catalyst class is: 16. (3) Reactant: C([N:8]1[CH2:14][CH2:13][C:12]2[O:15][CH:16]=[CH:17][C:11]=2[CH2:10][CH2:9]1)C1C=CC=CC=1.ClC(OC(Cl)C)=O. Product: [O:15]1[C:12]2[CH2:13][CH2:14][NH:8][CH2:9][CH2:10][C:11]=2[CH:17]=[CH:16]1. The catalyst class is: 61. (4) Reactant: [F:1][C:2]([F:7])([F:6])[C:3]([OH:5])=[O:4].[Cl:8][C:9]1[CH:14]=[CH:13][C:12]([N:15]2[CH:19]=[C:18]([C:20]([O:22]CC)=[O:21])[CH:17]=[N:16]2)=[C:11]([C:25]2[N:26]=[CH:27][N:28]([C@@H:32]3[C:48]4[CH:49]=[C:44]([CH:45]=[CH:46][N:47]=4)[C:43]4[N:42]([CH3:50])[N:41]=[CH:40][C:39]=4[NH:38][C:37](=[O:51])[C@H:36]([CH3:52])[CH2:35][CH2:34][CH2:33]3)[C:29](=[O:31])[CH:30]=2)[CH:10]=1.O[Li].O.Cl. Product: [F:1][C:2]([F:7])([F:6])[C:3]([OH:5])=[O:4].[Cl:8][C:9]1[CH:14]=[CH:13][C:12]([N:15]2[CH:19]=[C:18]([C:20]([OH:22])=[O:21])[CH:17]=[N:16]2)=[C:11]([C:25]2[N:26]=[CH:27][N:28]([C@@H:32]3[C:48]4[CH:49]=[C:44]([CH:45]=[CH:46][N:47]=4)[C:43]4[N:42]([CH3:50])[N:41]=[CH:40][C:39]=4[NH:38][C:37](=[O:51])[C@H:36]([CH3:52])[CH2:35][CH2:34][CH2:33]3)[C:29](=[O:31])[CH:30]=2)[CH:10]=1. The catalyst class is: 278.